From a dataset of Full USPTO retrosynthesis dataset with 1.9M reactions from patents (1976-2016). Predict the reactants needed to synthesize the given product. (1) Given the product [F:26][C:2]1([F:1])[CH2:3][CH:4]([C:6]2[O:10][N:9]=[C:8]([C:11]3[CH:12]=[CH:13][C:14]([CH3:25])=[C:15]([CH:16]=3)[NH2:17])[N:7]=2)[CH2:5]1, predict the reactants needed to synthesize it. The reactants are: [F:1][C:2]1([F:26])[CH2:5][CH:4]([C:6]2[O:10][N:9]=[C:8]([C:11]3[CH:12]=[CH:13][C:14]([CH3:25])=[C:15]([NH:17]C(=O)OC(C)(C)C)[CH:16]=3)[N:7]=2)[CH2:3]1.C([O-])([O-])=O.[Na+].[Na+]. (2) Given the product [F:1][C:2]1[C:8]([C:9]([F:10])([F:11])[F:12])=[CH:7][CH:6]=[CH:5][C:3]=1[NH:4][N:13]=[C:25]([C:26](=[O:28])[CH3:27])[C:22](=[O:24])[CH3:23], predict the reactants needed to synthesize it. The reactants are: [F:1][C:2]1[C:8]([C:9]([F:12])([F:11])[F:10])=[CH:7][CH:6]=[CH:5][C:3]=1[NH2:4].[N:13]([O-])=O.[Na+].C([O-])(=O)C.[Na+].[C:22]([CH2:25][C:26](=[O:28])[CH3:27])(=[O:24])[CH3:23]. (3) Given the product [CH3:14][O:1][C:2]1[CH:3]=[CH:4][C:5]([CH2:8][C:9]([O:11][CH2:12][CH3:13])=[O:10])=[CH:6][CH:7]=1, predict the reactants needed to synthesize it. The reactants are: [OH:1][C:2]1[CH:7]=[CH:6][C:5]([CH2:8][C:9]([O:11][CH2:12][CH3:13])=[O:10])=[CH:4][CH:3]=1.[C:14]([O-])([O-])=O.[K+].[K+].COS(OC)(=O)=O. (4) Given the product [F:20][C:17]([F:18])([F:19])[C:12]([CH:5]1[CH2:10][CH2:9][CH2:8][CH2:7][C:6]1([CH3:1])[OH:11])([OH:21])[C:13]([F:15])([F:14])[F:16], predict the reactants needed to synthesize it. The reactants are: [CH3:1][Mg]Br.C[C:5]1([C:12]([OH:21])([C:17]([F:20])([F:19])[F:18])[C:13]([F:16])([F:15])[F:14])[CH2:10][CH2:9][CH2:8][CH2:7][C:6]1=[O:11]. (5) Given the product [C:1]([O:5][C:6](=[O:25])[CH2:7][N:8]1[C:16]2[C:11](=[CH:12][CH:13]=[C:14]([OH:17])[CH:15]=2)[CH:10]=[CH:9]1)([CH3:4])([CH3:2])[CH3:3], predict the reactants needed to synthesize it. The reactants are: [C:1]([O:5][C:6](=[O:25])[CH2:7][N:8]1[C:16]2[C:11](=[CH:12][CH:13]=[C:14]([O:17][Si](C(C)(C)C)(C)C)[CH:15]=2)[CH:10]=[CH:9]1)([CH3:4])([CH3:3])[CH3:2].O.[F-].C([N+](CCCC)(CCCC)CCCC)CCC.